This data is from Full USPTO retrosynthesis dataset with 1.9M reactions from patents (1976-2016). The task is: Predict the reactants needed to synthesize the given product. (1) The reactants are: [Cl:1][C:2]1[CH:7]=[CH:6][C:5]([C:8]2[CH:13]=[CH:12][N:11]3[C:14](=[O:30])[N:15]([CH2:17][C:18]4[C:19]([O:28]C)=[N:20][C:21]([C:24]([F:27])([F:26])[F:25])=[CH:22][CH:23]=4)[N:16]=[C:10]3[C:9]=2[C:31]2[CH:36]=[CH:35][N:34]=[CH:33][CH:32]=2)=[CH:4][CH:3]=1. Given the product [Cl:1][C:2]1[CH:3]=[CH:4][C:5]([C:8]2[CH:13]=[CH:12][N:11]3[C:14](=[O:30])[N:15]([CH2:17][C:18]4[C:19]([OH:28])=[N:20][C:21]([C:24]([F:26])([F:27])[F:25])=[CH:22][CH:23]=4)[N:16]=[C:10]3[C:9]=2[C:31]2[CH:32]=[CH:33][N:34]=[CH:35][CH:36]=2)=[CH:6][CH:7]=1, predict the reactants needed to synthesize it. (2) Given the product [Cl:1][C:2]1[CH:3]=[CH:4][C:5]2[N:27]=[CH:30][N:8]([CH2:9][C:10]3([CH3:26])[CH2:25][CH2:24][CH2:23][C:12]4([O:16][C:15](=[O:17])[N:14]([CH2:18][C:19]([CH3:22])([CH3:21])[CH3:20])[CH2:13]4)[CH2:11]3)[C:6]=2[CH:7]=1, predict the reactants needed to synthesize it. The reactants are: [Cl:1][C:2]1[CH:3]=[CH:4][C:5]([N+:27]([O-])=O)=[C:6]([NH:8][CH2:9][C:10]2([CH3:26])[CH2:25][CH2:24][CH2:23][C:12]3([O:16][C:15](=[O:17])[N:14]([CH2:18][C:19]([CH3:22])([CH3:21])[CH3:20])[CH2:13]3)[CH2:11]2)[CH:7]=1.[CH:30](O)=O.C(OC)(OC)OC. (3) Given the product [F:25][C:4]1[CH:3]=[C:2]([N:29]2[CH2:30][CH2:31][N:27]([CH3:26])[C:28]2=[O:32])[CH:7]=[CH:6][C:5]=1[C:8]([N:10]1[CH2:15][CH2:14][N:13]([C:16]2[C:21]([CH3:22])=[CH:20][C:19]([CH3:23])=[C:18]([CH3:24])[N:17]=2)[CH2:12][CH2:11]1)=[O:9], predict the reactants needed to synthesize it. The reactants are: Br[C:2]1[CH:7]=[CH:6][C:5]([C:8]([N:10]2[CH2:15][CH2:14][N:13]([C:16]3[C:21]([CH3:22])=[CH:20][C:19]([CH3:23])=[C:18]([CH3:24])[N:17]=3)[CH2:12][CH2:11]2)=[O:9])=[C:4]([F:25])[CH:3]=1.[CH3:26][N:27]1[CH2:31][CH2:30][NH:29][C:28]1=[O:32].